Task: Predict which catalyst facilitates the given reaction.. Dataset: Catalyst prediction with 721,799 reactions and 888 catalyst types from USPTO (1) Reactant: Cl[C:2]1[C:11]2=[N:12][N:13](CC3C=CC(OC)=CC=3)[CH:14]=[C:10]2[C:9]2[CH:8]=[C:7]([I:24])[CH:6]=[CH:5][C:4]=2[N:3]=1.[NH2:25][C:26]1[CH:31]=[CH:30][C:29]([N:32]2[CH2:37][CH2:36][N:35]([C:38](=[O:40])[CH3:39])[CH2:34][CH2:33]2)=[CH:28][CH:27]=1.Cl. The catalyst class is: 71. Product: [I:24][C:7]1[CH:6]=[CH:5][C:4]2[N:3]=[C:2]([NH:25][C:26]3[CH:27]=[CH:28][C:29]([N:32]4[CH2:33][CH2:34][N:35]([C:38](=[O:40])[CH3:39])[CH2:36][CH2:37]4)=[CH:30][CH:31]=3)[C:11]3[NH:12][N:13]=[CH:14][C:10]=3[C:9]=2[CH:8]=1. (2) Reactant: [Cl:1][C:2]1[C:3]([CH3:9])=[C:4]([CH:6]=[CH:7][CH:8]=1)[NH2:5].Cl.Cl[CH2:12][CH2:13][NH:14][CH2:15][CH2:16]Cl.C([O-])([O-])=O.[Na+].[Na+]. Product: [Cl:1][C:2]1[C:3]([CH3:9])=[C:4]([N:5]2[CH2:16][CH2:15][NH:14][CH2:13][CH2:12]2)[CH:6]=[CH:7][CH:8]=1. The catalyst class is: 51. (3) Reactant: C([O:3][CH:4](OCC)[C:5]1[CH:10]=[CH:9][C:8](/[CH:11]=[CH:12]/[CH2:13][O:14][C:15]2[CH:20]=[CH:19][C:18]([CH3:21])=[CH:17][CH:16]=2)=[CH:7][CH:6]=1)C.Cl.[OH-].[Na+]. Product: [CH3:21][C:18]1[CH:17]=[CH:16][C:15]([O:14][CH2:13]/[CH:12]=[CH:11]/[C:8]2[CH:7]=[CH:6][C:5]([CH:4]=[O:3])=[CH:10][CH:9]=2)=[CH:20][CH:19]=1. The catalyst class is: 1. (4) Reactant: [NH2:1][C:2](=[O:34])[C@H:3]([NH:23][S:24]([C:27]1[CH:32]=[CH:31][C:30]([CH3:33])=[CH:29][CH:28]=1)(=[O:26])=[O:25])[CH2:4][C:5]1[N:6]=[N:7][N:8]([C@@H:10]2[CH2:19][CH2:18][CH2:17][C:16]3[CH:15]=[C:14]([C:20](O)=[O:21])[CH:13]=[CH:12][C:11]2=3)[CH:9]=1.CC(C[AlH]CC(C)C)C. Product: [OH:21][CH2:20][C:14]1[CH:15]=[C:16]2[C:11](=[CH:12][CH:13]=1)[C@H:10]([N:8]1[CH:9]=[C:5]([CH2:4][C@@H:3]([NH:23][S:24]([C:27]3[CH:28]=[CH:29][C:30]([CH3:33])=[CH:31][CH:32]=3)(=[O:25])=[O:26])[C:2]([NH2:1])=[O:34])[N:6]=[N:7]1)[CH2:19][CH2:18][CH2:17]2. The catalyst class is: 11. (5) Product: [NH2:1][C:2]1[C:3]2[N:4]([C:8]([C@H:28]3[CH2:33][CH2:32][C@H:31]([CH2:34][OH:35])[CH2:30][CH2:29]3)=[N:9][C:10]=2[C:11]2[CH:20]=[C:19]3[C:14]([C:15]([CH3:27])=[CH:16][C:17]([C:21]4[CH:26]=[CH:25][CH:24]=[CH:23][CH:22]=4)=[N:18]3)=[CH:13][CH:12]=2)[CH:5]=[CH:6][N:7]=1.[CH3:56][C:36]1[CH:41]=[CH:40][C:39]([S:42]([O:45][CH3:57])(=[O:44])=[O:43])=[CH:38][CH:37]=1. Reactant: [NH2:1][C:2]1[C:3]2[N:4]([C:8]([C@H:28]3[CH2:33][CH2:32][C@H:31]([CH2:34][OH:35])[CH2:30][CH2:29]3)=[N:9][C:10]=2[C:11]2[CH:20]=[C:19]3[C:14]([C:15]([CH3:27])=[CH:16][C:17]([C:21]4[CH:26]=[CH:25][CH:24]=[CH:23][CH:22]=4)=[N:18]3)=[CH:13][CH:12]=2)[CH:5]=[CH:6][N:7]=1.[C:36]1([CH3:56])[CH:41]=[CH:40][C:39]([S:42]([O:45]S(C2C=CC(C)=CC=2)(=O)=O)(=[O:44])=[O:43])=[CH:38][CH:37]=1.[C:57](=O)(O)[O-].[Na+]. The catalyst class is: 17.